From a dataset of Catalyst prediction with 721,799 reactions and 888 catalyst types from USPTO. Predict which catalyst facilitates the given reaction. (1) Reactant: FC(F)(F)C(O)=O.[Cl:8][C:9]1[C:10]([F:39])=[C:11]([CH:15]2[C:19]([C:22]3[CH:27]=[CH:26][C:25]([Cl:28])=[CH:24][C:23]=3[F:29])([C:20]#[N:21])[CH:18]([CH2:30][C:31]([CH3:35])([CH3:34])[CH2:32][OH:33])[NH:17][CH:16]2[C:36](O)=[O:37])[CH:12]=[CH:13][CH:14]=1.[NH2:40][C:41]1[CH:45]=[CH:44][N:43]([CH2:46][C:47]([CH3:50])([OH:49])[CH3:48])[N:42]=1.CCN=C=NCCCN(C)C.C1C=CC2N(O)N=NC=2C=1.CCN(CC)CC. Product: [OH:49][C:47]([CH3:50])([CH3:48])[CH2:46][N:43]1[CH:44]=[CH:45][C:41]([NH:40][C:36]([CH:16]2[CH:15]([C:11]3[CH:12]=[CH:13][CH:14]=[C:9]([Cl:8])[C:10]=3[F:39])[C:19]([C:22]3[CH:27]=[CH:26][C:25]([Cl:28])=[CH:24][C:23]=3[F:29])([C:20]#[N:21])[CH:18]([CH2:30][C:31]([CH3:35])([CH3:34])[CH2:32][OH:33])[NH:17]2)=[O:37])=[N:42]1. The catalyst class is: 2. (2) Reactant: [CH2:1]([O:8][C:9]1[CH:16]=[CH:15][C:12]([CH:13]=[O:14])=[C:11]([OH:17])[CH:10]=1)[C:2]1[CH:7]=[CH:6][CH:5]=[CH:4][CH:3]=1.Br[CH2:19][CH2:20][CH2:21][C:22]([O:24][CH2:25][CH3:26])=[O:23].C([O-])([O-])=O.[Cs+].[Cs+].Cl. Product: [CH2:1]([O:8][C:9]1[CH:16]=[CH:15][C:12]([CH:13]=[O:14])=[C:11]([CH:10]=1)[O:17][CH2:19][CH2:20][CH2:21][C:22]([O:24][CH2:25][CH3:26])=[O:23])[C:2]1[CH:3]=[CH:4][CH:5]=[CH:6][CH:7]=1. The catalyst class is: 3. (3) Reactant: C(O)C.[C:4]([O:8][C:9]([N:11]([CH2:21][C:22]([O:24][C:25]([CH3:28])([CH3:27])[CH3:26])=[O:23])[C:12]1[CH:17]=[CH:16][CH:15]=[C:14]([CH:18]=[N:19]O)[N:13]=1)=[O:10])([CH3:7])([CH3:6])[CH3:5].[H][H]. Product: [NH2:19][CH2:18][C:14]1[N:13]=[C:12]([N:11]([CH2:21][C:22]([O:24][C:25]([CH3:28])([CH3:27])[CH3:26])=[O:23])[C:9]([O:8][C:4]([CH3:7])([CH3:6])[CH3:5])=[O:10])[CH:17]=[CH:16][CH:15]=1. The catalyst class is: 45. (4) Reactant: [N+:1]([C:4]1[C:5](Cl)=[N:6][CH:7]=[CH:8][CH:9]=1)([O-:3])=[O:2].NC(N)=[S:13].[OH-].[K+]. Product: [SH:13][C:5]1[C:4]([N+:1]([O-:3])=[O:2])=[CH:9][CH:8]=[CH:7][N:6]=1. The catalyst class is: 8. (5) Reactant: [N:1]1[CH:6]=[CH:5][CH:4]=[CH:3][C:2]=1[C:7]1[CH:8]=[N:9][NH:10][C:11]=1[NH2:12].[CH3:13][O:14][C:15]1[CH:20]=[CH:19][CH:18]=[CH:17][C:16]=1[C:21](=O)[CH2:22][C:23](OC)=[O:24]. Product: [CH3:13][O:14][C:15]1[CH:20]=[CH:19][CH:18]=[CH:17][C:16]=1[C:21]1[NH:12][C:11]2[N:10]([N:9]=[CH:8][C:7]=2[C:2]2[CH:3]=[CH:4][CH:5]=[CH:6][N:1]=2)[C:23](=[O:24])[CH:22]=1. The catalyst class is: 15. (6) Reactant: [C:1]([C:3]1[CH:4]=[C:5]([C:13]2[O:17][N:16]=[C:15]([C:18]3[CH:27]=[CH:26][CH:25]=[C:24]4[C:19]=3[CH2:20][CH2:21][N:22]([C:28](=[O:39])[CH2:29][CH2:30][NH:31]C(=O)OC(C)(C)C)[CH2:23]4)[N:14]=2)[CH:6]=[CH:7][C:8]=1[O:9][CH:10]([CH3:12])[CH3:11])#[N:2].[ClH:40].CCOCC. Product: [ClH:40].[NH2:31][CH2:30][CH2:29][C:28]([N:22]1[CH2:21][CH2:20][C:19]2[C:24](=[CH:25][CH:26]=[CH:27][C:18]=2[C:15]2[N:14]=[C:13]([C:5]3[CH:6]=[CH:7][C:8]([O:9][CH:10]([CH3:12])[CH3:11])=[C:3]([CH:4]=3)[C:1]#[N:2])[O:17][N:16]=2)[CH2:23]1)=[O:39]. The catalyst class is: 12. (7) Reactant: I[C:2]1[C:3]([C:11]2[CH:16]=[CH:15][CH:14]=[CH:13][CH:12]=2)=[N:4][S:5][C:6]=1[C:7]([O:9][CH3:10])=[O:8].[Cu](C#N)[C:18]#[N:19]. Product: [C:18]([C:2]1[C:3]([C:11]2[CH:16]=[CH:15][CH:14]=[CH:13][CH:12]=2)=[N:4][S:5][C:6]=1[C:7]([O:9][CH3:10])=[O:8])#[N:19]. The catalyst class is: 296. (8) Reactant: [CH3:1]C(C)([O-])C.[K+].[C:7]([C:10]1[N:15]=[C:14]([CH2:16][N:17]2[CH2:21][CH2:20][N:19]([C@@H:22]([C:30]([CH3:33])([CH3:32])[CH3:31])[C:23]([O:25][C:26]([CH3:29])([CH3:28])[CH3:27])=[O:24])[C:18]2=[O:34])[CH:13]=[CH:12][CH:11]=1)(=O)[CH3:8]. Product: [C:7]([C:10]1[N:15]=[C:14]([CH2:16][N:17]2[CH2:21][CH2:20][N:19]([C@@H:22]([C:30]([CH3:33])([CH3:31])[CH3:32])[C:23]([O:25][C:26]([CH3:27])([CH3:29])[CH3:28])=[O:24])[C:18]2=[O:34])[CH:13]=[CH:12][CH:11]=1)([CH3:1])=[CH2:8]. The catalyst class is: 307. (9) Reactant: [NH:1]1CCCCC1.[CH3:7][O:8][CH2:9][CH2:10][CH2:11][C:12]([OH:14])=[O:13].C([O-])([O-])=O.[Na+].[Na+].Cl[C:22]([O:24][CH3:25])=[O:23].Cl. Product: [CH3:7][O:8][CH2:9][CH2:10][C@H:11]([NH:1][C:22]([O:24][CH3:25])=[O:23])[C:12]([OH:14])=[O:13]. The catalyst class is: 3.